From a dataset of Reaction yield outcomes from USPTO patents with 853,638 reactions. Predict the reaction yield, written as a fraction of the theoretical maximum amount of product (1.0 means a 100% yield; for example, 0.34 means a 34% yield). The reactants are [CH2:1]([C:3](=[CH:6][CH2:7][C:8]1[C:9]([O:21][CH2:22][CH2:23][Si:24]([CH3:27])([CH3:26])[CH3:25])=[C:10]2[C:14](=[C:15]([CH3:19])[C:16]=1[CH2:17][CH3:18])[CH2:13][O:12][C:11]2=[O:20])[CH:4]=[O:5])[CH3:2].[BH4-].[Li+]. The catalyst is CO.CO.O.C1COCC1. The product is [CH2:17]([C:16]1[C:15]([CH3:19])=[C:14]2[C:10](=[C:9]([O:21][CH2:22][CH2:23][Si:24]([CH3:25])([CH3:26])[CH3:27])[C:8]=1[CH2:7][CH:6]=[C:3]([CH2:4][OH:5])[CH2:1][CH3:2])[C:11](=[O:20])[O:12][CH2:13]2)[CH3:18]. The yield is 0.700.